Task: Predict which catalyst facilitates the given reaction.. Dataset: Catalyst prediction with 721,799 reactions and 888 catalyst types from USPTO (1) Reactant: Cl.O1CCOCC1.[Br:8][C:9]1[N:14]2[CH:15]=[N:16][CH:17]=[C:13]2[C:12]([O:18][CH2:19][C@@H:20]2[CH2:25][CH2:24][CH2:23][N:22](C(OC(C)(C)C)=O)[CH2:21]2)=[N:11][C:10]=1[Cl:33]. Product: [Br:8][C:9]1[N:14]2[CH:15]=[N:16][CH:17]=[C:13]2[C:12]([O:18][CH2:19][C@@H:20]2[CH2:25][CH2:24][CH2:23][NH:22][CH2:21]2)=[N:11][C:10]=1[Cl:33]. The catalyst class is: 2. (2) Reactant: [F:1][C:2]1[CH:26]=[CH:25][CH:24]=[C:23]([F:27])[C:3]=1[C:4]([NH:6][C:7]1[C:8]([C:12]2[NH:16][C:15]3[CH:17]=[CH:18][C:19]([CH:21]=O)=[CH:20][C:14]=3[N:13]=2)=[N:9][NH:10][CH:11]=1)=[O:5].[CH3:28][NH:29][CH3:30]. Product: [CH3:28][N:29]([CH2:21][C:19]1[CH:18]=[CH:17][C:15]2[NH:16][C:12]([C:8]3[C:7]([NH:6][C:4](=[O:5])[C:3]4[C:2]([F:1])=[CH:26][CH:25]=[CH:24][C:23]=4[F:27])=[CH:11][NH:10][N:9]=3)=[N:13][C:14]=2[CH:20]=1)[CH3:30]. The catalyst class is: 1. (3) Reactant: [NH2:1][C@@H:2]([CH2:33][C:34]1[CH:39]=[CH:38][CH:37]=[CH:36][CH:35]=1)[C@@H:3]([OH:32])[CH2:4][C@@H:5]([NH:19][C:20]([C@@H:22]([NH:27][C:28](=[O:31])[O:29][CH3:30])[C:23]([CH3:26])([CH3:25])[CH3:24])=[O:21])[CH2:6][C:7]1[CH:12]=[CH:11][C:10]([C:13]2[CH:18]=[CH:17][CH:16]=[CH:15][N:14]=2)=[CH:9][CH:8]=1.[CH3:40][C@@H:41]([CH2:58][CH3:59])[C@H:42]([NH:46][C:47]([N:49]([CH3:57])[CH2:50][C:51]1[N:52]=[C:53]([CH3:56])[S:54][CH:55]=1)=[O:48])[C:43](O)=[O:44].CCOP(ON1N=NC2C=CC=CC=2C1=O)(OCC)=O.C(N(CC)C(C)C)(C)C. Product: [CH3:30][O:29][C:28](=[O:31])[NH:27][C@@H:22]([C:23]([CH3:26])([CH3:25])[CH3:24])[C:20](=[O:21])[NH:19][C@@H:5]([CH2:6][C:7]1[CH:12]=[CH:11][C:10]([C:13]2[CH:18]=[CH:17][CH:16]=[CH:15][N:14]=2)=[CH:9][CH:8]=1)[CH2:4][C@H:3]([OH:32])[C@H:2]([CH2:33][C:34]1[CH:35]=[CH:36][CH:37]=[CH:38][CH:39]=1)[NH:1][C:43](=[O:44])[C@H:42]([CH:41]([CH2:58][CH3:59])[CH3:40])[NH:46][C:47](=[O:48])[N:49]([CH3:57])[CH2:50][C:51]1[N:52]=[C:53]([CH3:56])[S:54][CH:55]=1. The catalyst class is: 1. (4) Reactant: [NH2:1][C:2]1[N:7]=[C:6]([CH3:8])[C:5]([CH2:9][CH2:10][CH2:11][N:12]([CH2:17][C:18]2[CH:19]=[C:20]([CH2:24][C:25]([O:27][CH3:28])=[O:26])[CH:21]=[CH:22][CH:23]=2)[C:13](=[O:16])[CH2:14]Cl)=[C:4]([NH:29][CH2:30][CH2:31][CH2:32][CH2:33][CH3:34])[N:3]=1.[CH3:35][NH:36][CH3:37]. Product: [NH2:1][C:2]1[N:7]=[C:6]([CH3:8])[C:5]([CH2:9][CH2:10][CH2:11][N:12]([CH2:17][C:18]2[CH:19]=[C:20]([CH2:24][C:25]([O:27][CH3:28])=[O:26])[CH:21]=[CH:22][CH:23]=2)[C:13](=[O:16])[CH2:14][N:36]([CH3:37])[CH3:35])=[C:4]([NH:29][CH2:30][CH2:31][CH2:32][CH2:33][CH3:34])[N:3]=1. The catalyst class is: 5. (5) Reactant: [CH3:1][O:2][CH:3]1[CH2:8][CH2:7][NH:6][CH2:5][C:4]1([CH3:10])[CH3:9].[Cl:11][C:12]1[N:13]=[C:14](Cl)[C:15]2[CH2:21][N:20]([C@H:22]([C:24]3[CH:29]=[CH:28][CH:27]=[CH:26][CH:25]=3)[CH3:23])[CH2:19][CH2:18][C:16]=2[N:17]=1.CCN(C(C)C)C(C)C.C(O)(C)C. Product: [Cl:11][C:12]1[N:13]=[C:14]([N:6]2[CH2:7][CH2:8][CH:3]([O:2][CH3:1])[C:4]([CH3:10])([CH3:9])[CH2:5]2)[C:15]2[CH2:21][N:20]([C@H:22]([C:24]3[CH:29]=[CH:28][CH:27]=[CH:26][CH:25]=3)[CH3:23])[CH2:19][CH2:18][C:16]=2[N:17]=1. The catalyst class is: 238.